From a dataset of Catalyst prediction with 721,799 reactions and 888 catalyst types from USPTO. Predict which catalyst facilitates the given reaction. Reactant: [CH3:1][C:2]1[C:3]([C:23]2[CH:28]=[CH:27][CH:26]=[CH:25][CH:24]=2)=[C:4]([O:14][C:15]2[CH:22]=[CH:21][C:18]([CH:19]=[O:20])=[CH:17][CH:16]=2)[C:5]2[C:10]([CH:11]=1)=[CH:9][C:8]([O:12][CH3:13])=[CH:7][CH:6]=2.CC(C)=[O:31].S(=O)(=O)(O)N.Cl([O-])=O.[Na+]. Product: [CH3:1][C:2]1[C:3]([C:23]2[CH:28]=[CH:27][CH:26]=[CH:25][CH:24]=2)=[C:4]([O:14][C:15]2[CH:22]=[CH:21][C:18]([C:19]([OH:31])=[O:20])=[CH:17][CH:16]=2)[C:5]2[C:10]([CH:11]=1)=[CH:9][C:8]([O:12][CH3:13])=[CH:7][CH:6]=2. The catalyst class is: 6.